From a dataset of Full USPTO retrosynthesis dataset with 1.9M reactions from patents (1976-2016). Predict the reactants needed to synthesize the given product. Given the product [CH3:1][O:2][C:3]1[CH:4]=[C:5]2[C:10](=[CH:11][CH:12]=1)[C:9](=[O:16])[NH:8][CH:7]=[CH:6]2, predict the reactants needed to synthesize it. The reactants are: [CH3:1][O:2][C:3]1[CH:4]=[C:5]2[C:10](=[CH:11][CH:12]=1)[CH:9]=[N+:8]([O-])[CH:7]=[CH:6]2.C(OC(=O)C)(=[O:16])C.